This data is from Full USPTO retrosynthesis dataset with 1.9M reactions from patents (1976-2016). The task is: Predict the reactants needed to synthesize the given product. Given the product [CH3:1][O:3][C:4]([C:6]1[N:7]=[C:8]2[N:14]([C:15](=[O:25])[C:16]=1[O:17][CH2:18][C:19]1[CH:24]=[CH:23][CH:22]=[CH:21][CH:20]=1)[CH2:13][CH:12]1[CH2:26][CH2:27][C:9]2([O:28][CH2:29][CH2:30][O:31][CH3:34])[CH2:10][CH2:11]1)=[O:5], predict the reactants needed to synthesize it. The reactants are: [CH2:1]([O:3][C:4]([C:6]1[N:7]=[C:8]2[N:14]([C:15](=[O:25])[C:16]=1[O:17][CH2:18][C:19]1[CH:24]=[CH:23][CH:22]=[CH:21][CH:20]=1)[CH2:13][CH:12]1[CH2:26][CH2:27][C:9]2([O:28][CH2:29][CH2:30][OH:31])[CH2:10][CH2:11]1)=[O:5])C.[H-].[Na+].[CH3:34]I.